Dataset: Catalyst prediction with 721,799 reactions and 888 catalyst types from USPTO. Task: Predict which catalyst facilitates the given reaction. (1) Reactant: [CH2:1]=[N:2][N:3]1[CH2:9][CH2:8][CH2:7][CH2:6][CH2:5][CH2:4]1.[ClH:10].O1CCOCC1. Product: [ClH:10].[CH3:1][NH:2][N:3]1[CH2:9][CH2:8][CH2:7][CH2:6][CH2:5][CH2:4]1. The catalyst class is: 27. (2) Reactant: [C:1]([O:5][C:6]([N:8]1[CH2:13][CH2:12][CH:11]([C:14](=[O:26])[NH:15][S:16]([CH2:19][C:20]2[CH:25]=[CH:24][CH:23]=[CH:22][CH:21]=2)(=[O:18])=[O:17])[CH2:10][CH2:9]1)=[O:7])([CH3:4])([CH3:3])[CH3:2].Br[CH2:28][CH:29]=[CH2:30].CCN(C(C)C)C(C)C.O. Product: [C:1]([O:5][C:6]([N:8]1[CH2:13][CH2:12][CH:11]([C:14](=[O:26])[N:15]([CH2:30][CH:29]=[CH2:28])[S:16]([CH2:19][C:20]2[CH:25]=[CH:24][CH:23]=[CH:22][CH:21]=2)(=[O:18])=[O:17])[CH2:10][CH2:9]1)=[O:7])([CH3:4])([CH3:2])[CH3:3]. The catalyst class is: 3. (3) Product: [Br:1][C:2]1[CH:7]=[C:6]([C:8]([F:10])([F:9])[F:11])[C:5]([N:12]([CH2:25][C:24]2[CH:27]=[CH:28][C:29]([O:31][CH3:32])=[CH:30][C:23]=2[O:22][CH3:21])[C:13](=[O:17])[O:14][CH2:15][CH3:16])=[C:4]([N+:18]([O-:20])=[O:19])[CH:3]=1. Reactant: [Br:1][C:2]1[CH:7]=[C:6]([C:8]([F:11])([F:10])[F:9])[C:5]([NH:12][C:13](=[O:17])[O:14][CH2:15][CH3:16])=[C:4]([N+:18]([O-:20])=[O:19])[CH:3]=1.[CH3:21][O:22][C:23]1[CH:30]=[C:29]([O:31][CH3:32])[CH:28]=[CH:27][C:24]=1[CH2:25]O.C1(P(C2C=CC=CC=2)C2C=CC=CC=2)C=CC=CC=1.N(C(OCC)=O)=NC(OCC)=O. The catalyst class is: 7. (4) Product: [CH:25]1([N:24]([CH3:23])[C:20]([C:14]2[CH:13]=[N:12][N:11]([C:8]3[CH:7]=[CH:6][C:5]([C:3]([O:2][CH3:1])=[O:4])=[CH:10][CH:9]=3)[C:15]=2[S:16][CH2:17][CH2:18][CH3:19])=[O:22])[CH2:30][CH2:29][CH2:28][CH2:27][CH2:26]1. Reactant: [CH3:1][O:2][C:3]([C:5]1[CH:10]=[CH:9][C:8]([N:11]2[C:15]([S:16][CH2:17][CH2:18][CH3:19])=[C:14]([C:20]([OH:22])=O)[CH:13]=[N:12]2)=[CH:7][CH:6]=1)=[O:4].[CH3:23][NH:24][CH:25]1[CH2:30][CH2:29][CH2:28][CH2:27][CH2:26]1.C1C=CC2N(O)N=NC=2C=1.CCN(C(C)C)C(C)C.CCN=C=NCCCN(C)C. The catalyst class is: 39.